Dataset: NCI-60 drug combinations with 297,098 pairs across 59 cell lines. Task: Regression. Given two drug SMILES strings and cell line genomic features, predict the synergy score measuring deviation from expected non-interaction effect. (1) Cell line: PC-3. Drug 2: CN(CCCl)CCCl.Cl. Drug 1: C1CCC(CC1)NC(=O)N(CCCl)N=O. Synergy scores: CSS=27.2, Synergy_ZIP=-7.18, Synergy_Bliss=-0.174, Synergy_Loewe=-0.449, Synergy_HSA=0.195. (2) Drug 1: C1C(C(OC1N2C=C(C(=O)NC2=O)F)CO)O. Synergy scores: CSS=9.67, Synergy_ZIP=-3.73, Synergy_Bliss=-2.39, Synergy_Loewe=-20.3, Synergy_HSA=-2.69. Cell line: PC-3. Drug 2: C1CNP(=O)(OC1)N(CCCl)CCCl. (3) Drug 1: C1C(C(OC1N2C=NC3=C(N=C(N=C32)Cl)N)CO)O. Drug 2: CCCCCOC(=O)NC1=NC(=O)N(C=C1F)C2C(C(C(O2)C)O)O. Cell line: HL-60(TB). Synergy scores: CSS=46.4, Synergy_ZIP=0.968, Synergy_Bliss=-1.26, Synergy_Loewe=-41.1, Synergy_HSA=-4.79. (4) Drug 1: C1=C(C(=O)NC(=O)N1)N(CCCl)CCCl. Drug 2: CCN(CC)CCNC(=O)C1=C(NC(=C1C)C=C2C3=C(C=CC(=C3)F)NC2=O)C. Cell line: CCRF-CEM. Synergy scores: CSS=56.6, Synergy_ZIP=3.33, Synergy_Bliss=5.58, Synergy_Loewe=2.85, Synergy_HSA=4.26. (5) Drug 1: CC1=C2C(C(=O)C3(C(CC4C(C3C(C(C2(C)C)(CC1OC(=O)C(C(C5=CC=CC=C5)NC(=O)C6=CC=CC=C6)O)O)OC(=O)C7=CC=CC=C7)(CO4)OC(=O)C)O)C)OC(=O)C. Drug 2: C1CC(=O)NC(=O)C1N2C(=O)C3=CC=CC=C3C2=O. Cell line: HS 578T. Synergy scores: CSS=48.6, Synergy_ZIP=4.52, Synergy_Bliss=6.79, Synergy_Loewe=-37.8, Synergy_HSA=4.79. (6) Drug 1: CS(=O)(=O)CCNCC1=CC=C(O1)C2=CC3=C(C=C2)N=CN=C3NC4=CC(=C(C=C4)OCC5=CC(=CC=C5)F)Cl. Drug 2: CN(CCCl)CCCl.Cl. Cell line: UACC62. Synergy scores: CSS=27.0, Synergy_ZIP=-6.01, Synergy_Bliss=0.621, Synergy_Loewe=-0.118, Synergy_HSA=2.78.